This data is from Full USPTO retrosynthesis dataset with 1.9M reactions from patents (1976-2016). The task is: Predict the reactants needed to synthesize the given product. (1) Given the product [CH:1]([C@@H:4]1[CH2:9][CH2:8][C:7]2([CH3:11])[CH:6]([O:10]2)[CH2:5]1)([CH3:3])[CH3:2], predict the reactants needed to synthesize it. The reactants are: [CH:1]([CH:4]1[CH2:9][CH2:8][CH:7]([OH:10])[CH2:6][CH2:5]1)([CH3:3])[CH3:2].[C:11](OC)(=O)C=C.S([O-])([O-])=O.[Na+].[Na+]. (2) Given the product [Cl:27][C:23]1[CH:24]=[CH:25][CH:26]=[C:18]2[C:19]=1[C:20](=[O:22])[N:41]([C:42]1[CH:43]=[N:44][CH:45]=[CH:46][CH:47]=1)[C:37]([C@@H:36]([NH:35][C:33](=[O:34])[O:32][C:28]([CH3:31])([CH3:30])[CH3:29])[CH3:40])=[N:17]2, predict the reactants needed to synthesize it. The reactants are: P([O-])(OC1C=CC=CC=1)OC1C=CC=CC=1.[NH2:17][C:18]1[CH:26]=[CH:25][CH:24]=[C:23]([Cl:27])[C:19]=1[C:20]([OH:22])=O.[C:28]([O:32][C:33]([NH:35][C@@H:36]([CH3:40])[C:37](O)=O)=[O:34])([CH3:31])([CH3:30])[CH3:29].[NH2:41][C:42]1[CH:43]=[N:44][CH:45]=[CH:46][CH:47]=1.